This data is from Forward reaction prediction with 1.9M reactions from USPTO patents (1976-2016). The task is: Predict the product of the given reaction. Given the reactants Cl[C:2]1[N:7]=[C:6]([C:8]2[N:12]3[CH:13]=[CH:14][CH:15]=[CH:16][C:11]3=[N:10][C:9]=2[C:17]2[CH:18]=[C:19]([CH:31]=[CH:32][CH:33]=2)[C:20]([NH:22][C:23]2[C:28]([F:29])=[CH:27][CH:26]=[CH:25][C:24]=2[F:30])=[O:21])[CH:5]=[CH:4][N:3]=1.[N:34]1([CH:40]2[CH2:45][CH2:44][N:43]([C:46]3[CH:52]=[CH:51][C:49]([NH2:50])=[C:48]([O:53][CH2:54][CH:55]([CH3:57])[CH3:56])[CH:47]=3)[CH2:42][CH2:41]2)[CH2:39][CH2:38][CH2:37][CH2:36][CH2:35]1, predict the reaction product. The product is: [N:34]1([CH:40]2[CH2:45][CH2:44][N:43]([C:46]3[CH:52]=[CH:51][C:49]([NH:50][C:2]4[N:7]=[C:6]([C:8]5[N:12]6[CH:13]=[CH:14][CH:15]=[CH:16][C:11]6=[N:10][C:9]=5[C:17]5[CH:18]=[C:19]([CH:31]=[CH:32][CH:33]=5)[C:20]([NH:22][C:23]5[C:28]([F:29])=[CH:27][CH:26]=[CH:25][C:24]=5[F:30])=[O:21])[CH:5]=[CH:4][N:3]=4)=[C:48]([O:53][CH2:54][CH:55]([CH3:57])[CH3:56])[CH:47]=3)[CH2:42][CH2:41]2)[CH2:39][CH2:38][CH2:37][CH2:36][CH2:35]1.